Predict which catalyst facilitates the given reaction. From a dataset of Catalyst prediction with 721,799 reactions and 888 catalyst types from USPTO. Reactant: [OH:1][C:2]1[CH:11]=[C:10]2[C:5]([CH:6]=[CH:7][CH:8]=[N:9]2)=[CH:4][CH:3]=1.C(N(CC)CC)C.[F:19][C:20]([F:33])([F:32])[S:21](O[S:21]([C:20]([F:33])([F:32])[F:19])(=[O:23])=[O:22])(=[O:23])=[O:22]. Product: [F:19][C:20]([F:33])([F:32])[S:21]([O:1][C:2]1[CH:11]=[C:10]2[C:5]([CH:6]=[CH:7][CH:8]=[N:9]2)=[CH:4][CH:3]=1)(=[O:23])=[O:22]. The catalyst class is: 26.